This data is from Forward reaction prediction with 1.9M reactions from USPTO patents (1976-2016). The task is: Predict the product of the given reaction. (1) The product is: [OH:25][CH2:24][CH2:23][N:14]([CH2:13][CH2:12][OH:11])[C:15]1[CH:22]=[CH:21][C:18]([CH:19]=[C:3]2[C:4]([CH3:10])=[N:5][N:6]([CH2:7][CH2:8][OH:28])[C:2]2=[O:1])=[CH:17][CH:16]=1. Given the reactants [OH:1][C:2]1[N:6]([CH:7](O)[CH3:8])[N:5]=[C:4]([CH3:10])[CH:3]=1.[OH:11][CH2:12][CH2:13][N:14]([CH2:23][CH2:24][OH:25])[C:15]1[CH:22]=[CH:21][C:18]([CH:19]=O)=[CH:17][CH:16]=1.C([OH:28])C, predict the reaction product. (2) Given the reactants N#N.[C:3]([O:9][C:10]1([C:13]2[N:14]=[C:15]([CH2:18][N:19]3[N:23]=[C:22]([N+:24]([O-])=O)[CH:21]=[N:20]3)[O:16][CH:17]=2)[CH2:12][CH2:11]1)(=[O:8])[C:4]([CH3:7])([CH3:6])[CH3:5].[NH4+].[Cl-], predict the reaction product. The product is: [C:3]([O:9][C:10]1([C:13]2[N:14]=[C:15]([CH2:18][N:19]3[N:23]=[C:22]([NH2:24])[CH:21]=[N:20]3)[O:16][CH:17]=2)[CH2:12][CH2:11]1)(=[O:8])[C:4]([CH3:7])([CH3:6])[CH3:5]. (3) The product is: [ClH:15].[C:9]1([CH:6]2[CH2:5][CH2:4][CH:3]([NH2:2])[CH2:8][CH2:7]2)[CH:14]=[CH:13][CH:12]=[CH:11][CH:10]=1. Given the reactants O[N:2]=[C:3]1[CH2:8][CH2:7][CH:6]([C:9]2[CH:14]=[CH:13][CH:12]=[CH:11][CH:10]=2)[CH2:5][CH2:4]1.[ClH:15], predict the reaction product. (4) Given the reactants CO[N:3](C)[C:4]([C:6]1[CH:11]=CC=CN=1)=O.[CH2:13]([NH:17][C:18]([C:20]1[S:21][CH:22]=[C:23]([C:25]2[O:26][CH:27]=[CH:28][CH:29]=2)[N:24]=1)=O)[CH:14]([CH3:16])C, predict the reaction product. The product is: [N:3]1[C:4]2[CH:6]=[CH:11][CH:16]=[CH:14][C:13]=2[NH:17][C:18]=1[C:20]1[S:21][CH:22]=[C:23]([C:25]2[O:26][CH:27]=[CH:28][CH:29]=2)[N:24]=1. (5) Given the reactants Cl[CH2:2][CH2:3][O:4][C:5]1[CH:14]=[C:13]2[C:8]([C:9]([NH:17][C:18]3[CH:23]=[C:22]([O:24][CH3:25])[C:21]([Cl:26])=[CH:20][C:19]=3[Cl:27])=[C:10]([C:15]#[N:16])[CH:11]=[N:12]2)=[CH:7][C:6]=1[O:28][CH3:29].[CH2:30]([N:32]1[CH2:37][CH2:36][NH:35][CH2:34][CH2:33]1)[CH3:31], predict the reaction product. The product is: [Cl:27][C:19]1[CH:20]=[C:21]([Cl:26])[C:22]([O:24][CH3:25])=[CH:23][C:18]=1[NH:17][C:9]1[C:8]2[C:13](=[CH:14][C:5]([O:4][CH2:3][CH2:2][N:35]3[CH2:36][CH2:37][N:32]([CH2:30][CH3:31])[CH2:33][CH2:34]3)=[C:6]([O:28][CH3:29])[CH:7]=2)[N:12]=[CH:11][C:10]=1[C:15]#[N:16].